Dataset: Reaction yield outcomes from USPTO patents with 853,638 reactions. Task: Predict the reaction yield, written as a fraction of the theoretical maximum amount of product (1.0 means a 100% yield; for example, 0.34 means a 34% yield). (1) The reactants are Br[CH2:2][C:3]1[CH:4]=[C:5]2[N:11]=[C:10]([C:12]3[CH:17]=[CH:16][CH:15]=[CH:14][C:13]=3[N+:18]([O-:20])=[O:19])[S:9][C:6]2=[N:7][CH:8]=1.[C:21]([N:28]1[CH2:33][CH2:32][NH:31][CH2:30][CH2:29]1)([O:23][C:24]([CH3:27])([CH3:26])[CH3:25])=[O:22].CCN(CC)CC. The catalyst is C(#N)C. The product is [N+:18]([C:13]1[CH:14]=[CH:15][CH:16]=[CH:17][C:12]=1[C:10]1[S:9][C:6]2[C:5]([N:11]=1)=[CH:4][C:3]([CH2:2][N:31]1[CH2:30][CH2:29][N:28]([C:21]([O:23][C:24]([CH3:27])([CH3:26])[CH3:25])=[O:22])[CH2:33][CH2:32]1)=[CH:8][N:7]=2)([O-:20])=[O:19]. The yield is 0.740. (2) The yield is 0.710. The product is [Cl:1][C:2]1[N:10]=[C:9]2[C:5]([N:6]=[C:7]([I:45])[N:8]2[CH2:11][CH2:12][C:13]2([OH:16])[CH2:15][CH2:14]2)=[C:4]([N:17]2[CH2:22][CH2:21][O:20][CH2:19][CH2:18]2)[N:3]=1. The reactants are [Cl:1][C:2]1[N:10]=[C:9]2[C:5]([N:6]=[CH:7][N:8]2[CH2:11][CH2:12][C:13]2([OH:16])[CH2:15][CH2:14]2)=[C:4]([N:17]2[CH2:22][CH2:21][O:20][CH2:19][CH2:18]2)[N:3]=1.CN(C)CCN(C)C.C([Li])CCC.CCCCCC.ClCC[I:45]. The catalyst is C1COCC1. (3) The reactants are [CH2:1]([O:4][C:5]1[CH:9]=[C:8]([C:10]([O:12][CH3:13])=[O:11])[NH:7][N:6]=1)[CH2:2][CH3:3].[CH2:14](Br)[C:15]1[CH:20]=[CH:19][CH:18]=[CH:17][CH:16]=1.C(=O)([O-])[O-].[K+].[K+].O. The catalyst is CN(C)C=O. The product is [CH2:14]([N:7]1[C:8]([C:10]([O:12][CH3:13])=[O:11])=[CH:9][C:5]([O:4][CH2:1][CH2:2][CH3:3])=[N:6]1)[C:15]1[CH:20]=[CH:19][CH:18]=[CH:17][CH:16]=1. The yield is 0.780. (4) The reactants are [NH2:1][C@H:2]([CH3:5])[CH2:3][OH:4].[OH-].[Na+].[C:8](O[C:8]([O:10][C:11]([CH3:14])([CH3:13])[CH3:12])=[O:9])([O:10][C:11]([CH3:14])([CH3:13])[CH3:12])=[O:9]. The catalyst is O1CCCC1.C(OCC)(=O)C. The product is [C:11]([O:10][C:8](=[O:9])[NH:1][C@H:2]([CH3:5])[CH2:3][OH:4])([CH3:14])([CH3:13])[CH3:12]. The yield is 0.770. (5) The reactants are [CH3:1][O:2][C:3]([C:5]1([C:8]2[CH:13]=[CH:12][C:11]([O:14][CH2:15][CH2:16][C:17]([OH:19])=O)=[CH:10][CH:9]=2)[CH2:7][CH2:6]1)=[O:4].C(Cl)(=O)C(Cl)=O. The catalyst is C(Cl)Cl.CN(C=O)C. The product is [O:19]=[C:17]1[C:10]2[C:11](=[CH:12][CH:13]=[C:8]([C:5]3([C:3]([OH:2])=[O:4])[CH2:6][CH2:7]3)[CH:9]=2)[O:14][CH2:15][CH2:16]1.[O:19]=[C:17]1[C:10]2[C:11](=[CH:12][CH:13]=[C:8]([C:5]3([C:3]([O:2][CH3:1])=[O:4])[CH2:6][CH2:7]3)[CH:9]=2)[O:14][CH2:15][CH2:16]1. The yield is 0.190. (6) The product is [F:25][C:10]1[CH:11]=[C:12]2[C:17](=[CH:18][C:9]=1[OH:8])[N:16]=[C:15]([CH3:19])[CH:14]=[C:13]2[N:20]1[CH2:24][CH2:23][CH2:22][CH2:21]1. The reactants are C([O:8][C:9]1[CH:18]=[C:17]2[C:12]([C:13]([N:20]3[CH2:24][CH2:23][CH2:22][CH2:21]3)=[CH:14][C:15]([CH3:19])=[N:16]2)=[CH:11][C:10]=1[F:25])C1C=CC=CC=1. The catalyst is CO.[Pd]. The yield is 0.928.